This data is from Reaction yield outcomes from USPTO patents with 853,638 reactions. The task is: Predict the reaction yield, written as a fraction of the theoretical maximum amount of product (1.0 means a 100% yield; for example, 0.34 means a 34% yield). (1) The product is [CH3:16][C:17]1([CH3:24])[CH2:22][CH2:21][N:20]([C:2]2[N:3]=[N:4][C:5]([C:8]#[C:9][C:10]3[CH:15]=[CH:14][CH:13]=[CH:12][CH:11]=3)=[CH:6][CH:7]=2)[C:19](=[O:23])[CH2:18]1. The yield is 0.230. The catalyst is C1(C)C=CC=CC=1.C1C=CC(/C=C/C(/C=C/C2C=CC=CC=2)=O)=CC=1.C1C=CC(/C=C/C(/C=C/C2C=CC=CC=2)=O)=CC=1.C1C=CC(/C=C/C(/C=C/C2C=CC=CC=2)=O)=CC=1.[Pd].[Pd]. The reactants are I[C:2]1[N:3]=[N:4][C:5]([C:8]#[C:9][C:10]2[CH:15]=[CH:14][CH:13]=[CH:12][CH:11]=2)=[CH:6][CH:7]=1.[CH3:16][C:17]1([CH3:24])[CH2:22][CH2:21][NH:20][C:19](=[O:23])[CH2:18]1.C1(P(C2C=CC=CC=2)C2C3OC4C(=CC=CC=4P(C4C=CC=CC=4)C4C=CC=CC=4)C(C)(C)C=3C=CC=2)C=CC=CC=1. (2) The reactants are [Br:1][C:2]1[CH:10]=[C:9]([F:11])[C:8]([CH3:12])=[CH:7][C:3]=1[C:4]([OH:6])=[O:5].[Br:13]N1C(=O)CCC1=O.[O-]S([O-])(=S)=O.[Na+].[Na+]. The catalyst is CC#N.C(OOC(=O)C1C=CC=CC=1)(=O)C1C=CC=CC=1. The product is [Br:1][C:2]1[CH:10]=[C:9]([F:11])[C:8]([CH2:12][Br:13])=[CH:7][C:3]=1[C:4]([OH:6])=[O:5]. The yield is 0.740. (3) The reactants are Br[CH2:2][C:3]1[C:11]2[O:10][C:9]([C:12]3[CH:17]=[CH:16][C:15]([OH:18])=[CH:14][CH:13]=3)=[CH:8][C:7]=2[CH:6]=[C:5]([OH:19])[CH:4]=1.[CH3:20][S-:21].[Na+]. The catalyst is CO. The product is [OH:18][C:15]1[CH:16]=[CH:17][C:12]([C:9]2[O:10][C:11]3[C:3]([CH2:2][S:21][CH3:20])=[CH:4][C:5]([OH:19])=[CH:6][C:7]=3[CH:8]=2)=[CH:13][CH:14]=1. The yield is 0.540. (4) The reactants are C([Li])CCC.[C:6]1([OH:17])[C:15]([F:16])=[C:13]([F:14])[C:11]([F:12])=[C:9]([F:10])[C:7]=1[F:8].Cl[Si:19]([CH3:22])([CH3:21])[CH3:20]. The catalyst is CCCCCC. The product is [C:6]1([O:17][Si:19]([CH3:22])([CH3:21])[CH3:20])[C:7]([F:8])=[C:9]([F:10])[C:11]([F:12])=[C:13]([F:14])[C:15]=1[F:16]. The yield is 0.600.